This data is from Peptide-MHC class I binding affinity with 185,985 pairs from IEDB/IMGT. The task is: Regression. Given a peptide amino acid sequence and an MHC pseudo amino acid sequence, predict their binding affinity value. This is MHC class I binding data. (1) The peptide sequence is YHSNVKEL. The MHC is HLA-A26:01 with pseudo-sequence HLA-A26:01. The binding affinity (normalized) is 0. (2) The peptide sequence is KMNWFLNW. The MHC is Mamu-B52 with pseudo-sequence Mamu-B52. The binding affinity (normalized) is 0.477. (3) The binding affinity (normalized) is 0.0847. The peptide sequence is KSLYNTIATLY. The MHC is HLA-B39:01 with pseudo-sequence HLA-B39:01. (4) The peptide sequence is DTTTDISKY. The MHC is HLA-A01:01 with pseudo-sequence HLA-A01:01. The binding affinity (normalized) is 0.0847. (5) The peptide sequence is MVDESMMMS. The MHC is HLA-B40:01 with pseudo-sequence HLA-B40:01. The binding affinity (normalized) is 0.0847.